From a dataset of Catalyst prediction with 721,799 reactions and 888 catalyst types from USPTO. Predict which catalyst facilitates the given reaction. Reactant: [Cl:1][C:2]1[CH:3]=[C:4]([N:10]2[C:14]([CH3:15])=[C:13]([CH2:16][C:17]3[CH:22]=[CH:21][C:20]([C:23]([NH:25][NH:26][C:27](=O)[C:28]([NH2:30])=[O:29])=[O:24])=[CH:19][CH:18]=3)[C:12]([CH3:32])=[N:11]2)[CH:5]=[CH:6][C:7]=1[C:8]#[N:9].C1(C)C=CC(S(Cl)(=O)=O)=CC=1.C(N(CC)CC)C.CN(C=O)C. Product: [Cl:1][C:2]1[CH:3]=[C:4]([N:10]2[C:14]([CH3:15])=[C:13]([CH2:16][C:17]3[CH:18]=[CH:19][C:20]([C:23]4[O:24][C:27]([C:28]([NH2:30])=[O:29])=[N:26][N:25]=4)=[CH:21][CH:22]=3)[C:12]([CH3:32])=[N:11]2)[CH:5]=[CH:6][C:7]=1[C:8]#[N:9]. The catalyst class is: 113.